From a dataset of Catalyst prediction with 721,799 reactions and 888 catalyst types from USPTO. Predict which catalyst facilitates the given reaction. (1) Reactant: [C:1]([CH:5]1[N:14]2[C:9](=[CH:10][C:11](=[O:20])[C:12]([C:15]([O:17]CC)=[O:16])=[CH:13]2)[C:8]2[CH:21]=[C:22]([O:34][CH3:35])[C:23]([O:25][CH2:26][CH2:27][CH2:28][N:29]3[CH2:33][CH2:32][CH2:31][CH2:30]3)=[CH:24][C:7]=2[CH2:6]1)([CH3:4])([CH3:3])[CH3:2].O[Li].O.Cl.C([O-])(O)=O.[Na+]. Product: [C:1]([CH:5]1[N:14]2[C:9](=[CH:10][C:11](=[O:20])[C:12]([C:15]([OH:17])=[O:16])=[CH:13]2)[C:8]2[CH:21]=[C:22]([O:34][CH3:35])[C:23]([O:25][CH2:26][CH2:27][CH2:28][N:29]3[CH2:33][CH2:32][CH2:31][CH2:30]3)=[CH:24][C:7]=2[CH2:6]1)([CH3:4])([CH3:2])[CH3:3]. The catalyst class is: 72. (2) Product: [Br:8][C:9]1[CH:10]=[CH:11][C:12]([O:18][CH2:19][C:20]2[CH:25]=[CH:24][CH:23]=[C:22]([C:26]#[N:27])[CH:21]=2)=[C:13]([CH:17]=1)[C:14]([NH:7][C:3]1[CH:2]=[N:1][CH:6]=[CH:5][CH:4]=1)=[O:15]. The catalyst class is: 3. Reactant: [N:1]1[CH:6]=[CH:5][CH:4]=[C:3]([NH2:7])[CH:2]=1.[Br:8][C:9]1[CH:10]=[CH:11][C:12]([O:18][CH2:19][C:20]2[CH:25]=[CH:24][CH:23]=[C:22]([C:26]#[N:27])[CH:21]=2)=[C:13]([CH:17]=1)[C:14](O)=[O:15].Cl.CN(C)CCCN=C=NCC.ON1C2C=CC=CC=2N=N1. (3) Product: [F:18][C:19]1[CH:24]=[CH:23][C:22]([S:25]([N:28]([CH:29]([CH3:31])[CH3:30])[CH2:32][C:33]([NH:37][CH2:36][CH:11]2[CH2:12][CH2:13][N:9]([C:6]3[CH:5]=[CH:4][C:3]([C:2]([F:1])([F:16])[F:17])=[CH:8][CH:7]=3)[CH2:10]2)=[O:35])(=[O:27])=[O:26])=[CH:21][CH:20]=1. The catalyst class is: 4. Reactant: [F:1][C:2]([F:17])([F:16])[C:3]1[CH:8]=[CH:7][C:6]([N:9]2[CH2:13][CH2:12][CH:11](NC)[CH2:10]2)=[CH:5][CH:4]=1.[F:18][C:19]1[CH:24]=[CH:23][C:22]([S:25]([N:28]([CH2:32][C:33]([OH:35])=O)[CH:29]([CH3:31])[CH3:30])(=[O:27])=[O:26])=[CH:21][CH:20]=1.[CH3:36][N:37](C(ON1N=NC2C=CC=NC1=2)=[N+](C)C)C.F[P-](F)(F)(F)(F)F.C(N(CC)C(C)C)(C)C.OS([O-])(=O)=O.[K+]. (4) Reactant: [OH:1][C:2]1[CH:11]=[C:10]2[C:5]([C:6](=[O:12])[NH:7][CH:8]=[N:9]2)=[CH:4][CH:3]=1.P(Cl)(Cl)(Cl)=O.CN(C)[C:20]1C=CC=C[CH:21]=1.[Na]. Product: [OH:1][C:2]1[CH:11]=[C:10]2[C:5]([C:6]([O:12][CH2:20][CH3:21])=[N:7][CH:8]=[N:9]2)=[CH:4][CH:3]=1. The catalyst class is: 8. (5) Reactant: F.F.F.C(N(CC)CC)C.[CH3:11][C:12]([CH3:33])([CH2:24][O:25][Si](C)(C)C(C)(C)C)[C:13]([O:15][CH2:16][CH2:17][N:18]1[CH2:23][CH2:22][O:21][CH2:20][CH2:19]1)=[O:14]. Product: [OH:25][CH2:24][C:12]([CH3:33])([CH3:11])[C:13]([O:15][CH2:16][CH2:17][N:18]1[CH2:23][CH2:22][O:21][CH2:20][CH2:19]1)=[O:14]. The catalyst class is: 7. (6) Reactant: C[O-].[Na+].C(=O)(O)O.[NH2:8][C:9]([NH2:11])=[NH:10].C([O:14][C:15](=O)[C:16]([O:20][C:21]1[CH:26]=[C:25]([CH3:27])[C:24]([O:28][CH3:29])=[CH:23][C:22]=1[CH:30]([CH3:32])[CH3:31])=[CH:17]OC)C. Product: [NH2:10][C:9]1[NH:11][C:15](=[O:14])[C:16]([O:20][C:21]2[CH:26]=[C:25]([CH3:27])[C:24]([O:28][CH3:29])=[CH:23][C:22]=2[CH:30]([CH3:32])[CH3:31])=[CH:17][N:8]=1. The catalyst class is: 16. (7) Reactant: [C:1]([C:4]1[N:5]=[C:6]([N:9]2[CH2:12][CH:11](OS(C)(=O)=O)[CH2:10]2)[S:7][CH:8]=1)(=[O:3])[NH2:2].[C:18]([O-:21])(=[S:20])[CH3:19].[K+]. Product: [C:18]([S:20][CH:11]1[CH2:10][N:9]([C:6]2[S:7][CH:8]=[C:4]([C:1](=[O:3])[NH2:2])[N:5]=2)[CH2:12]1)(=[O:21])[CH3:19]. The catalyst class is: 9.